From a dataset of Full USPTO retrosynthesis dataset with 1.9M reactions from patents (1976-2016). Predict the reactants needed to synthesize the given product. (1) Given the product [F:3][C:4]1[CH:5]=[CH:6][C:7]([CH:10]2[NH:13][C:24](=[O:14])[C:21]3([CH2:22][O:16][CH2:17][CH2:18][O:19][CH2:20]3)[NH:12][CH2:11]2)=[CH:8][CH:9]=1, predict the reactants needed to synthesize it. The reactants are: Cl.Cl.[F:3][C:4]1[CH:9]=[CH:8][C:7]([CH:10]([NH2:13])[CH2:11][NH2:12])=[CH:6][CH:5]=1.[OH-:14].[Na+].[O:16]1[CH2:22][C:21](=O)[CH2:20][O:19][CH2:18][CH2:17]1.[CH:24](Cl)(Cl)Cl.Cl. (2) Given the product [Br:30][C:31]1[C:40]([CH2:41][N:25]2[CH:29]=[CH:28][CH:27]=[N:26]2)=[CH:39][C:38]2[C:37]([CH3:44])([CH3:43])[CH2:36][CH2:35][C:34]([CH3:46])([CH3:45])[C:33]=2[CH:32]=1, predict the reactants needed to synthesize it. The reactants are: CC(C)([O-])C.[K+].C1OCCOCCOCCOCCOCCOC1.[NH:25]1[CH:29]=[CH:28][CH:27]=[N:26]1.[Br:30][C:31]1[C:40]([CH2:41]Br)=[CH:39][C:38]2[C:37]([CH3:44])([CH3:43])[CH2:36][CH2:35][C:34]([CH3:46])([CH3:45])[C:33]=2[CH:32]=1. (3) Given the product [NH2:8][C:9]1[N:14]=[C:13]([CH2:15][CH2:16][NH:17][C:25]2[N:26]=[CH:27][C:28]([NH:31][C:32]([C:34]3[CH2:39][CH2:38][CH2:37][CH2:36][C:35]=3[C:40]3[CH:41]=[CH:42][C:43]([CH3:46])=[CH:44][CH:45]=3)=[O:33])=[CH:29][CH:30]=2)[CH:12]=[CH:11][CH:10]=1, predict the reactants needed to synthesize it. The reactants are: C(OC([NH:8][C:9]1[N:14]=[C:13]([CH2:15][CH2:16][N:17]([C:25]2[CH:30]=[CH:29][C:28]([NH:31][C:32]([C:34]3[CH2:39][CH2:38][CH2:37][CH2:36][C:35]=3[C:40]3[CH:45]=[CH:44][C:43]([CH3:46])=[CH:42][CH:41]=3)=[O:33])=[CH:27][N:26]=2)C(=O)OC(C)(C)C)[CH:12]=[CH:11][CH:10]=1)=O)(C)(C)C.FC(F)(F)C(O)=O. (4) Given the product [OH:1][C:2]1[CH:10]=[C:9]([CH2:11][CH2:12][CH2:13][CH2:14][CH3:15])[CH:8]=[C:7]([OH:16])[C:3]=1[C:4]([O:6][CH3:19])=[O:5], predict the reactants needed to synthesize it. The reactants are: [OH:1][C:2]1[CH:10]=[C:9]([CH2:11][CH2:12][CH2:13][CH2:14][CH3:15])[CH:8]=[C:7]([OH:16])[C:3]=1[C:4]([OH:6])=[O:5].[N+](=[CH2:19])=[N-]. (5) The reactants are: [CH3:1][NH:2][CH2:3][CH:4]([C:6]1[CH:15]=[CH:14][C:13]2[C:8](=[CH:9][CH:10]=[CH:11][CH:12]=2)[N:7]=1)[OH:5].C(N(CC)C(C)C)(C)C.[Cl:25][C:26]1[CH:48]=[CH:47][C:29]([CH2:30][NH:31][C:32]([C:34]2[C:35](=[O:46])[C:36]3[CH:43]=[C:42]([CH2:44]Cl)[S:41][C:37]=3[N:38]([CH3:40])[CH:39]=2)=[O:33])=[CH:28][CH:27]=1.O. Given the product [Cl:25][C:26]1[CH:48]=[CH:47][C:29]([CH2:30][NH:31][C:32]([C:34]2[C:35](=[O:46])[C:36]3[CH:43]=[C:42]([CH2:44][N:2]([CH2:3][CH:4]([OH:5])[C:6]4[CH:15]=[CH:14][C:13]5[C:8](=[CH:9][CH:10]=[CH:11][CH:12]=5)[N:7]=4)[CH3:1])[S:41][C:37]=3[N:38]([CH3:40])[CH:39]=2)=[O:33])=[CH:28][CH:27]=1, predict the reactants needed to synthesize it. (6) Given the product [CH2:77]([S:84][C:2]1[CH:11]=[C:10]2[C:5]([C:6]([C:13]3[CH:18]=[CH:17][C:16]([C:19]4([F:23])[CH2:22][O:21][CH2:20]4)=[CH:15][C:14]=3[O:24][CH3:25])=[N:7][C:8]([CH3:12])=[N:9]2)=[CH:4][CH:3]=1)[C:78]1[CH:83]=[CH:82][CH:81]=[CH:80][CH:79]=1, predict the reactants needed to synthesize it. The reactants are: Br[C:2]1[CH:11]=[C:10]2[C:5]([C:6]([C:13]3[CH:18]=[CH:17][C:16]([C:19]4([F:23])[CH2:22][O:21][CH2:20]4)=[CH:15][C:14]=3[O:24][CH3:25])=[N:7][C:8]([CH3:12])=[N:9]2)=[CH:4][CH:3]=1.CC1(C)C2C(=C(P(C3C=CC=CC=3)C3C=CC=CC=3)C=CC=2)OC2C(P(C3C=CC=CC=3)C3C=CC=CC=3)=CC=CC1=2.CCN(C(C)C)C(C)C.[CH2:77]([SH:84])[C:78]1[CH:83]=[CH:82][CH:81]=[CH:80][CH:79]=1. (7) The reactants are: [C:1]([C:5]1[CH:10]=[CH:9][C:8]([S:11]([N:14]([CH2:24][C:25](O)=[O:26])[C:15]2[CH:20]=[CH:19][CH:18]=[C:17]([N:21]([CH3:23])[CH3:22])[CH:16]=2)(=[O:13])=[O:12])=[CH:7][CH:6]=1)([CH3:4])([CH3:3])[CH3:2].[CH2:28]([NH:30][CH2:31][C:32]1[CH:37]=[CH:36][CH:35]=[CH:34][N:33]=1)[CH3:29]. Given the product [C:1]([C:5]1[CH:10]=[CH:9][C:8]([S:11]([N:14]([C:15]2[CH:20]=[CH:19][CH:18]=[C:17]([N:21]([CH3:22])[CH3:23])[CH:16]=2)[CH2:24][C:25]([N:30]([CH2:28][CH3:29])[CH2:31][C:32]2[CH:37]=[CH:36][CH:35]=[CH:34][N:33]=2)=[O:26])(=[O:13])=[O:12])=[CH:7][CH:6]=1)([CH3:4])([CH3:2])[CH3:3], predict the reactants needed to synthesize it.